Dataset: Reaction yield outcomes from USPTO patents with 853,638 reactions. Task: Predict the reaction yield, written as a fraction of the theoretical maximum amount of product (1.0 means a 100% yield; for example, 0.34 means a 34% yield). (1) The reactants are [C:1]([C:3]1[CH:4]=[C:5]([C:9]2[N:10]=[CH:11][N:12](C(C3C=CC=CC=3)(C3C=CC=CC=3)C3C=CC=CC=3)[CH:13]=2)[CH:6]=[CH:7][CH:8]=1)#[N:2].Cl. The catalyst is O1CCCC1. The product is [C:1]([C:3]1[CH:4]=[C:5]([C:9]2[N:10]=[CH:11][NH:12][CH:13]=2)[CH:6]=[CH:7][CH:8]=1)#[N:2]. The yield is 0.720. (2) The yield is 0.480. The product is [Br:1][C:2]1[S:6][C:5]([C:7]([O:9][CH3:10])=[O:8])=[C:4]([NH:11][CH2:12][C:13]2[CH:26]=[CH:25][N:24]=[CH:23][CH:22]=2)[CH:3]=1. The catalyst is O. The reactants are [Br:1][C:2]1[S:6][C:5]([C:7]([O:9][CH3:10])=[O:8])=[C:4]([NH:11][C:12](=O)[C:13](F)(F)F)[CH:3]=1.Br.BrCC1[CH:26]=[CH:25][N:24]=[CH:23][CH:22]=1.C(=O)([O-])[O-].[Cs+].[Cs+].CC(N(C)C)=O.